From a dataset of Reaction yield outcomes from USPTO patents with 853,638 reactions. Predict the reaction yield, written as a fraction of the theoretical maximum amount of product (1.0 means a 100% yield; for example, 0.34 means a 34% yield). (1) The reactants are [N:1]([CH:4]1[CH2:8][CH2:7][C:6](=[O:9])[CH2:5]1)=[N+]=[N-].[C:10](O[C:10]([O:12][C:13]([CH3:16])([CH3:15])[CH3:14])=[O:11])([O:12][C:13]([CH3:16])([CH3:15])[CH3:14])=[O:11].[H][H]. The catalyst is [Pd].C(OCC)(=O)C. The product is [O:9]=[C:6]1[CH2:7][CH2:8][CH:4]([NH:1][C:10](=[O:11])[O:12][C:13]([CH3:16])([CH3:15])[CH3:14])[CH2:5]1. The yield is 0.610. (2) The reactants are [N:1]1[CH:6]=[CH:5][CH:4]=[C:3]2[C:7](=[O:11])O[C:9](=[O:10])[C:2]=12.[NH2:12][CH2:13][CH2:14][CH2:15][OH:16]. The catalyst is C(Cl)(Cl)Cl. The product is [OH:16][CH2:15][CH2:14][CH2:13][N:12]1[C:7](=[O:11])[C:3]2[C:2](=[N:1][CH:6]=[CH:5][CH:4]=2)[C:9]1=[O:10]. The yield is 0.700. (3) The reactants are [C:1]([C:5]1[N:10]=[C:9]([N:11]2[CH2:16][CH2:15][N:14]([CH2:17][CH2:18][CH2:19][CH2:20][NH2:21])[CH2:13][CH2:12]2)[CH:8]=[C:7]([C:22]([F:25])([F:24])[F:23])[N:6]=1)([CH3:4])([CH3:3])[CH3:2].C1N=CN([C:31]([N:33]2[CH:37]=N[CH:35]=[CH:34]2)=[O:32])C=1.C1[C:47]2[C:42](=[CH:43][CH:44]=[CH:45][CH:46]=2)CCN1. The catalyst is C(Cl)(Cl)Cl.CO. The product is [C:1]([C:5]1[N:10]=[C:9]([N:11]2[CH2:16][CH2:15][N:14]([CH2:17][CH2:18][CH2:19][CH2:20][NH:21][C:31]([N:33]3[CH2:34][CH2:35][C:47]4[C:42](=[CH:43][CH:44]=[CH:45][CH:46]=4)[CH2:37]3)=[O:32])[CH2:13][CH2:12]2)[CH:8]=[C:7]([C:22]([F:24])([F:25])[F:23])[N:6]=1)([CH3:4])([CH3:2])[CH3:3]. The yield is 0.310. (4) The reactants are Br[C:2]1[C:6]2[CH:7]=[C:8]([CH:11]=[O:12])[CH:9]=[CH:10][C:5]=2[O:4][CH:3]=1.[C:13]1([C:19]#[CH:20])[CH:18]=[CH:17][CH:16]=[CH:15][CH:14]=1. The catalyst is C1COCC1.[Cu]I. The product is [C:13]1([C:19]#[C:20][C:2]2[C:6]3[CH:7]=[C:8]([CH:11]=[O:12])[CH:9]=[CH:10][C:5]=3[O:4][CH:3]=2)[CH:18]=[CH:17][CH:16]=[CH:15][CH:14]=1. The yield is 0.560. (5) The reactants are [CH3:1][O:2][C:3]([O:8][CH3:9])([CH3:7])[C:4](=[O:6])[CH3:5].CO[CH:12](OC)[N:13]([CH3:15])[CH3:14]. The catalyst is CO. The product is [CH3:12][N:13]([CH3:15])[CH:14]=[CH:5][C:4](=[O:6])[C:3]([O:8][CH3:9])([O:2][CH3:1])[CH3:7]. The yield is 0.900. (6) The yield is 0.800. No catalyst specified. The product is [CH3:2][CH:1]([OH:5])[CH3:3].[ClH:37].[ClH:37].[NH2:8][CH2:9][C:10]1[C:11]([CH2:27][CH:28]([CH3:30])[CH3:29])=[N:12][C:13]([CH3:26])=[C:14]([C:18]=1[C:19]1[CH:24]=[CH:23][C:22]([CH3:25])=[CH:21][CH:20]=1)[C:15]([OH:17])=[O:16]. The reactants are [C:1]([O:5]C([NH:8][CH2:9][C:10]1[C:11]([CH2:27][CH:28]([CH3:30])[CH3:29])=[N:12][C:13]([CH3:26])=[C:14]([C:18]=1[C:19]1[CH:24]=[CH:23][C:22]([CH3:25])=[CH:21][CH:20]=1)[C:15]([OH:17])=[O:16])=O)(C)([CH3:3])[CH3:2].O1CCOCC1.[ClH:37]. (7) The reactants are C([Li])CCC.[C:6]1([N:12]2[C:20]3[CH:19]=[CH:18][N:17]=[CH:16][C:15]=3[N:14]=[CH:13]2)[CH:11]=[CH:10][CH:9]=[CH:8][CH:7]=1.CN([CH:24]=[O:25])C.Cl.C([O-])(O)=O.[Na+]. The catalyst is C1COCC1. The product is [C:6]1([N:12]2[C:20]3[CH:19]=[CH:18][N:17]=[CH:16][C:15]=3[N:14]=[C:13]2[CH:24]=[O:25])[CH:7]=[CH:8][CH:9]=[CH:10][CH:11]=1. The yield is 0.340. (8) The reactants are [F:1][C:2]1[CH:7]=[CH:6][C:5]([C:8]2[C:16]3[C:11](=[CH:12][CH:13]=[C:14]([NH:17][C:18]([C:20]4[CH:28]=[CH:27][C:23]([C:24](O)=[O:25])=[CH:22][CH:21]=4)=[O:19])[CH:15]=3)[NH:10][N:9]=2)=[CH:4][CH:3]=1.[CH3:29][NH2:30]. No catalyst specified. The product is [F:1][C:2]1[CH:3]=[CH:4][C:5]([C:8]2[C:16]3[C:11](=[CH:12][CH:13]=[C:14]([NH:17][C:18]([C:20]4[CH:21]=[CH:22][C:23]([C:24](=[O:25])[NH:30][CH3:29])=[CH:27][CH:28]=4)=[O:19])[CH:15]=3)[NH:10][N:9]=2)=[CH:6][CH:7]=1. The yield is 0.670.